Dataset: CYP2C9 inhibition data for predicting drug metabolism from PubChem BioAssay. Task: Regression/Classification. Given a drug SMILES string, predict its absorption, distribution, metabolism, or excretion properties. Task type varies by dataset: regression for continuous measurements (e.g., permeability, clearance, half-life) or binary classification for categorical outcomes (e.g., BBB penetration, CYP inhibition). Dataset: cyp2c9_veith. (1) The compound is CCOC(=O)CSc1nc2ccccc2c(=O)n1CC1CCC(C(=O)NCc2ccco2)CC1. The result is 1 (inhibitor). (2) The drug is Cc1ccc(S(=O)(=O)N(CC(=O)NCCC2=CCCCC2)Cc2ccccc2F)cc1. The result is 1 (inhibitor).